The task is: Predict the product of the given reaction.. This data is from Forward reaction prediction with 1.9M reactions from USPTO patents (1976-2016). Given the reactants [CH3:1][O:2][C:3]1[CH:11]=[C:10]([CH3:12])[CH:9]=[CH:8][C:4]=1[C:5](O)=[O:6].S(=O)(=O)(O)O.O.[NH2:19][NH2:20], predict the reaction product. The product is: [CH3:1][O:2][C:3]1[CH:11]=[C:10]([CH3:12])[CH:9]=[CH:8][C:4]=1[C:5]([NH:19][NH2:20])=[O:6].